This data is from Peptide-MHC class I binding affinity with 185,985 pairs from IEDB/IMGT. The task is: Regression. Given a peptide amino acid sequence and an MHC pseudo amino acid sequence, predict their binding affinity value. This is MHC class I binding data. (1) The peptide sequence is QTGGFFRPW. The MHC is Mamu-B17 with pseudo-sequence Mamu-B17. The binding affinity (normalized) is 0.0786. (2) The peptide sequence is AVRNAKAAV. The MHC is HLA-B35:01 with pseudo-sequence HLA-B35:01. The binding affinity (normalized) is 0.0847. (3) The peptide sequence is LWDDFGMDNV. The MHC is H-2-Kb with pseudo-sequence H-2-Kb. The binding affinity (normalized) is 0.194. (4) The peptide sequence is SLNSTPTAI. The MHC is HLA-A02:01 with pseudo-sequence HLA-A02:01. The binding affinity (normalized) is 0.404. (5) The peptide sequence is NIERQDYRR. The MHC is HLA-A68:01 with pseudo-sequence HLA-A68:01. The binding affinity (normalized) is 0.479. (6) The peptide sequence is LYNTVATLY. The MHC is HLA-A26:01 with pseudo-sequence HLA-A26:01. The binding affinity (normalized) is 0.0847. (7) The peptide sequence is SQYDPKELL. The MHC is HLA-B18:01 with pseudo-sequence HLA-B18:01. The binding affinity (normalized) is 0.0847. (8) The peptide sequence is SLCSCICTV. The MHC is HLA-A02:06 with pseudo-sequence HLA-A02:06. The binding affinity (normalized) is 0.837. (9) The peptide sequence is LLSGHNLAK. The MHC is HLA-A11:01 with pseudo-sequence HLA-A11:01. The binding affinity (normalized) is 0.583. (10) The peptide sequence is RYVHKVSGT. The MHC is HLA-A02:01 with pseudo-sequence HLA-A02:01. The binding affinity (normalized) is 0.